Dataset: Reaction yield outcomes from USPTO patents with 853,638 reactions. Task: Predict the reaction yield, written as a fraction of the theoretical maximum amount of product (1.0 means a 100% yield; for example, 0.34 means a 34% yield). (1) The reactants are [CH3:1][C:2]1[C:3]([CH2:19][S:20][C:21]2[NH:25][C:24]3[CH:26]=[CH:27][CH:28]=[CH:29][C:23]=3[N:22]=2)=[N:4][CH:5]=[CH:6][C:7]=1[O:8][CH2:9][CH2:10][C:11]1([CH2:16][CH2:17][CH3:18])[O:15][CH2:14][CH2:13][O:12]1.ClC1C=CC=C(C(OO)=[O:38])C=1.C(=O)([O-])O.[Na+].C(OCC)(=O)C. The catalyst is C1(C)C=CC=CC=1.CO. The product is [CH3:1][C:2]1[C:3]([CH2:19][S:20]([C:21]2[NH:22][C:23]3[CH:29]=[CH:28][CH:27]=[CH:26][C:24]=3[N:25]=2)=[O:38])=[N:4][CH:5]=[CH:6][C:7]=1[O:8][CH2:9][CH2:10][C:11]1([CH2:16][CH2:17][CH3:18])[O:12][CH2:13][CH2:14][O:15]1. The yield is 0.643. (2) The reactants are [C:9](O[C:9]([O:11][C:12]([CH3:15])([CH3:14])[CH3:13])=[O:10])([O:11][C:12]([CH3:15])([CH3:14])[CH3:13])=[O:10].[NH:16]1[C:24]2[CH:23]=[CH:22][CH:21]=[C:20]([C:25]([O:27][CH3:28])=[O:26])[C:19]=2[CH:18]=[CH:17]1. The catalyst is CN(C1C=CN=CC=1)C.C(#N)C.C(OCC)(=O)C. The product is [N:16]1([C:9]([O:11][C:12]([CH3:13])([CH3:14])[CH3:15])=[O:10])[C:24]2[CH:23]=[CH:22][CH:21]=[C:20]([C:25]([O:27][CH3:28])=[O:26])[C:19]=2[CH:18]=[CH:17]1. The yield is 1.00. (3) The reactants are C([O:3][C:4]([C:6]1[CH:7]=[C:8]2[C:13](=[CH:14][CH:15]=1)[N:12]([C:16](=[O:18])[CH3:17])[C@@H:11]([CH2:19][CH3:20])[C@H:10]([CH3:21])[C@H:9]2[NH:22][C:23]1[N:28]=[C:27]([CH3:29])[CH:26]=[CH:25][N:24]=1)=[O:5])C.[OH-].[Li+].Cl.CO.C(Cl)Cl. The catalyst is O1CCCC1.O. The product is [C:16]([N:12]1[C:13]2[C:8](=[CH:7][C:6]([C:4]([OH:5])=[O:3])=[CH:15][CH:14]=2)[C@H:9]([NH:22][C:23]2[N:28]=[C:27]([CH3:29])[CH:26]=[CH:25][N:24]=2)[C@@H:10]([CH3:21])[C@@H:11]1[CH2:19][CH3:20])(=[O:18])[CH3:17]. The yield is 0.920. (4) The reactants are [H-].[Na+].[OH:3][NH:4][C:5](=[NH:7])[CH3:6].C(O[C:11]([C:13]1[N:14]=[CH:15][N:16]([C:18]2[CH:23]=[CH:22][CH:21]=[C:20]([Br:24])[CH:19]=2)[CH:17]=1)=O)C. The catalyst is C1COCC1. The product is [Br:24][C:20]1[CH:19]=[C:18]([N:16]2[CH:17]=[C:13]([C:11]3[O:3][N:4]=[C:5]([CH3:6])[N:7]=3)[N:14]=[CH:15]2)[CH:23]=[CH:22][CH:21]=1. The yield is 0.350. (5) The reactants are C(OC([NH:8][N:9]=[C:10]1[CH2:15][CH2:14][O:13][CH2:12][CH2:11]1)=O)(C)(C)C.C([BH3-])#N.[Na+].[ClH:20]. The catalyst is O1CCCC1.CO. The product is [ClH:20].[O:13]1[CH2:14][CH2:15][CH:10]([NH:9][NH2:8])[CH2:11][CH2:12]1. The yield is 0.600. (6) The reactants are [OH:1][CH:2]([C:11]1[CH:16]=[CH:15][C:14]([C:17]2[N:21]=[C:20]([C:22]3[O:26][N:25]=[C:24]([C:27]4[CH:32]=[CH:31][CH:30]=[CH:29][CH:28]=4)[C:23]=3[C:33]([F:36])([F:35])[F:34])[O:19][N:18]=2)=[CH:13][CH:12]=1)[C:3]([NH:5][CH2:6][CH2:7][C:8]([OH:10])=O)=[O:4].C[N:38]1[CH2:43][CH2:42][O:41][CH2:40][CH2:39]1.CN(C(ON1N=NC2C=CC=NC1=2)=[N+](C)C)C.F[P-](F)(F)(F)(F)F. The catalyst is CN(C=O)C. The product is [OH:1][CH:2]([C:11]1[CH:12]=[CH:13][C:14]([C:17]2[N:21]=[C:20]([C:22]3[O:26][N:25]=[C:24]([C:27]4[CH:32]=[CH:31][CH:30]=[CH:29][CH:28]=4)[C:23]=3[C:33]([F:35])([F:34])[F:36])[O:19][N:18]=2)=[CH:15][CH:16]=1)[C:3]([NH:5][CH2:6][CH2:7][C:8]([N:38]1[CH2:43][CH:42]([O:41][CH3:40])[CH2:39]1)=[O:10])=[O:4]. The yield is 0.496.